Dataset: Experimentally validated miRNA-target interactions with 360,000+ pairs, plus equal number of negative samples. Task: Binary Classification. Given a miRNA mature sequence and a target amino acid sequence, predict their likelihood of interaction. (1) The miRNA is hsa-miR-20b-5p with sequence CAAAGUGCUCAUAGUGCAGGUAG. The protein sequence of the target gene is MKAGATSMWASCCGLLNEVMGTGAVRGQQSAFAGATGPFRFTPNPEFSTYPPAATEGPNIVCKACGLSFSVFRKKHVCCDCKKDFCSVCSVLQENLRRCSTCHLLQETAFQRPQLMRLKVKDLRQYLILRNIPIDTCREKEDLVDLVLCHHGLGSEDDMDTSSLNSSRSQTSSFFTRSFFSNYTAPSATMSSFQGELMDGDQTSRSGVPAQVQSEITSANTEDDDDDDDEDDDDEEENAEDRNPGLSKERVRASLSDLSSLDDVEGMSVRQLKEILARNFVNYSGCCEKWELVEKVNRLY.... Result: 1 (interaction). (2) The miRNA is mmu-miR-466q with sequence GUGCACACACACACAUACGU. The protein sequence of the target gene is MGESALEPGPVPETPAGGPVHAVTVVTLLEKLATMLEALRERQGGLAERQGGLAGSVRRIQSGLGALSRSHDTTSNTLTQLLAKAERVGSHADAAQERAVRRAAQVQRLEANHGLLVARGKLHVLLFKEETEIPARAFQKVPELLGPEDQLVLGPDQPEDEVGESSEEEPVESRAQRLRRTGLQKVQSLKRALSSRKAAQPTPVKPPRVGPVRSSEGPSEGQPAAQPEMESELETALEPEPPQPTKEDPEKPVLQIESAA. Result: 1 (interaction).